Dataset: HIV replication inhibition screening data with 41,000+ compounds from the AIDS Antiviral Screen. Task: Binary Classification. Given a drug SMILES string, predict its activity (active/inactive) in a high-throughput screening assay against a specified biological target. (1) The compound is COc1ccc2cc(C(=O)NCCCNC(=O)c3ccc4c(OC)c(OC)ccc4c3)ccc2c1OC. The result is 0 (inactive). (2) The drug is COc1cc2c3c(c1OCc1ccccc1)NCCC3NCC2.Cl. The result is 0 (inactive).